From a dataset of NCI-60 drug combinations with 297,098 pairs across 59 cell lines. Regression. Given two drug SMILES strings and cell line genomic features, predict the synergy score measuring deviation from expected non-interaction effect. (1) Drug 1: C1=CC(=CC=C1C#N)C(C2=CC=C(C=C2)C#N)N3C=NC=N3. Drug 2: CC1=CC=C(C=C1)C2=CC(=NN2C3=CC=C(C=C3)S(=O)(=O)N)C(F)(F)F. Cell line: LOX IMVI. Synergy scores: CSS=1.08, Synergy_ZIP=-0.840, Synergy_Bliss=-3.23, Synergy_Loewe=-4.73, Synergy_HSA=-4.75. (2) Drug 1: C1=NC2=C(N1)C(=S)N=CN2. Drug 2: COC1=NC(=NC2=C1N=CN2C3C(C(C(O3)CO)O)O)N. Cell line: IGROV1. Synergy scores: CSS=0.182, Synergy_ZIP=3.56, Synergy_Bliss=-3.41, Synergy_Loewe=-4.84, Synergy_HSA=-4.15. (3) Drug 1: CC1=C2C(C(=O)C3(C(CC4C(C3C(C(C2(C)C)(CC1OC(=O)C(C(C5=CC=CC=C5)NC(=O)OC(C)(C)C)O)O)OC(=O)C6=CC=CC=C6)(CO4)OC(=O)C)OC)C)OC. Drug 2: CN(C)C1=NC(=NC(=N1)N(C)C)N(C)C. Cell line: NCI/ADR-RES. Synergy scores: CSS=-2.80, Synergy_ZIP=-1.11, Synergy_Bliss=-4.04, Synergy_Loewe=-11.7, Synergy_HSA=-5.79. (4) Drug 1: CN1CCC(CC1)COC2=C(C=C3C(=C2)N=CN=C3NC4=C(C=C(C=C4)Br)F)OC. Drug 2: CC1CCC2CC(C(=CC=CC=CC(CC(C(=O)C(C(C(=CC(C(=O)CC(OC(=O)C3CCCCN3C(=O)C(=O)C1(O2)O)C(C)CC4CCC(C(C4)OC)OCCO)C)C)O)OC)C)C)C)OC. Cell line: SK-MEL-2. Synergy scores: CSS=22.1, Synergy_ZIP=16.9, Synergy_Bliss=19.3, Synergy_Loewe=9.79, Synergy_HSA=13.9. (5) Synergy scores: CSS=-7.42, Synergy_ZIP=6.82, Synergy_Bliss=9.56, Synergy_Loewe=-4.02, Synergy_HSA=-2.90. Drug 2: CC(C)CN1C=NC2=C1C3=CC=CC=C3N=C2N. Cell line: HCT116. Drug 1: C1CC(=O)NC(=O)C1N2C(=O)C3=CC=CC=C3C2=O. (6) Drug 1: CCC1(CC2CC(C3=C(CCN(C2)C1)C4=CC=CC=C4N3)(C5=C(C=C6C(=C5)C78CCN9C7C(C=CC9)(C(C(C8N6C)(C(=O)OC)O)OC(=O)C)CC)OC)C(=O)OC)O.OS(=O)(=O)O. Drug 2: CC1=C(C=C(C=C1)C(=O)NC2=CC(=CC(=C2)C(F)(F)F)N3C=C(N=C3)C)NC4=NC=CC(=N4)C5=CN=CC=C5. Cell line: SN12C. Synergy scores: CSS=-5.18, Synergy_ZIP=6.52, Synergy_Bliss=4.87, Synergy_Loewe=-6.43, Synergy_HSA=-7.21. (7) Drug 1: CCCCC(=O)OCC(=O)C1(CC(C2=C(C1)C(=C3C(=C2O)C(=O)C4=C(C3=O)C=CC=C4OC)O)OC5CC(C(C(O5)C)O)NC(=O)C(F)(F)F)O. Drug 2: CC1C(C(CC(O1)OC2CC(CC3=C2C(=C4C(=C3O)C(=O)C5=C(C4=O)C(=CC=C5)OC)O)(C(=O)CO)O)N)O.Cl. Cell line: RPMI-8226. Synergy scores: CSS=41.1, Synergy_ZIP=-0.315, Synergy_Bliss=-0.501, Synergy_Loewe=-4.19, Synergy_HSA=0.307. (8) Drug 1: C1=CC=C(C(=C1)C(C2=CC=C(C=C2)Cl)C(Cl)Cl)Cl. Drug 2: CS(=O)(=O)OCCCCOS(=O)(=O)C. Cell line: 786-0. Synergy scores: CSS=3.83, Synergy_ZIP=0.0613, Synergy_Bliss=3.92, Synergy_Loewe=-1.57, Synergy_HSA=0.659.